This data is from CYP2D6 inhibition data for predicting drug metabolism from PubChem BioAssay. The task is: Regression/Classification. Given a drug SMILES string, predict its absorption, distribution, metabolism, or excretion properties. Task type varies by dataset: regression for continuous measurements (e.g., permeability, clearance, half-life) or binary classification for categorical outcomes (e.g., BBB penetration, CYP inhibition). Dataset: cyp2d6_veith. (1) The drug is COc1cc(OC)c2nc(C)c3c(c2c1)N(c1ccc(O)cc1)CC3. The result is 1 (inhibitor). (2) The compound is COc1cc(C2NC(=O)NC(O)(C(F)(F)F)C2C(=O)c2ccc(Cl)cc2)ccc1O. The result is 0 (non-inhibitor). (3) The compound is CCCCOC(=S)NC(=O)c1sc2ccccc2c1Cl. The result is 0 (non-inhibitor). (4) The molecule is CCn1c(=O)[nH]c2ccccc21. The result is 0 (non-inhibitor). (5) The molecule is CN(C)[C@H]1C(=O)C(C(N)=O)=C(O)[C@]2(O)C(=O)C3=C(O)c4c(O)cccc4[C@@](C)(O)[C@H]3C[C@@H]12. The result is 0 (non-inhibitor).